This data is from Forward reaction prediction with 1.9M reactions from USPTO patents (1976-2016). The task is: Predict the product of the given reaction. (1) Given the reactants [C:1]([O-:4])(=[O:3])[CH3:2].[Na+].Br[CH2:7][C:8]1[N:13]=[CH:12][N:11]=[C:10]([C:14]([N:16]([O:18][CH3:19])[CH3:17])=[O:15])[CH:9]=1.O, predict the reaction product. The product is: [C:1]([O:4][CH2:7][C:8]1[CH:9]=[C:10]([C:14](=[O:15])[N:16]([O:18][CH3:19])[CH3:17])[N:11]=[CH:12][N:13]=1)(=[O:3])[CH3:2]. (2) Given the reactants [C:1](Cl)(=[O:8])[C:2]1[CH:7]=[CH:6][CH:5]=[CH:4][CH:3]=1.[S-:10][C:11]#[N:12].[NH4+].[Cl:14][C:15]1[CH:36]=[CH:35][C:18]([O:19][CH2:20][CH2:21][CH2:22][CH2:23][CH2:24][O:25][C:26]2[CH:34]=[CH:33][CH:32]=[C:31]3[C:27]=2[CH2:28][CH2:29][NH:30]3)=[CH:17][CH:16]=1, predict the reaction product. The product is: [Cl:14][C:15]1[CH:36]=[CH:35][C:18]([O:19][CH2:20][CH2:21][CH2:22][CH2:23][CH2:24][O:25][C:26]2[CH:34]=[CH:33][CH:32]=[C:31]3[C:27]=2[CH2:28][CH2:29][N:30]3[C:11]([NH:12][C:1](=[O:8])[C:2]2[CH:7]=[CH:6][CH:5]=[CH:4][CH:3]=2)=[S:10])=[CH:17][CH:16]=1. (3) The product is: [CH:12]1([C:15]2[C:20]([O:21][CH2:22][CH:23]3[CH2:24][CH2:25]3)=[CH:19][C:18]([C:26]([OH:28])=[O:27])=[N:17][CH:16]=2)[CH2:14][CH2:13]1. Given the reactants CN(C)CCO.[Li]CCCC.[CH:12]1([C:15]2[CH:16]=[N:17][CH:18]=[CH:19][C:20]=2[O:21][CH2:22][CH:23]2[CH2:25][CH2:24]2)[CH2:14][CH2:13]1.[C:26](=[O:28])=[O:27], predict the reaction product. (4) The product is: [F:11][C:12]1[CH:28]=[CH:27][C:15]([C:16]([NH:18][S:19]([N:22]([CH:24]([CH3:25])[CH3:26])[CH3:23])(=[O:21])=[O:20])=[O:17])=[CH:14][C:13]=1[NH:29][C:2]([O:4][C:5]1[CH:10]=[CH:9][CH:8]=[CH:7][CH:6]=1)=[O:3]. Given the reactants Cl[C:2]([O:4][C:5]1[CH:10]=[CH:9][CH:8]=[CH:7][CH:6]=1)=[O:3].[F:11][C:12]1[CH:28]=[CH:27][C:15]([C:16]([NH:18][S:19]([N:22]([CH:24]([CH3:26])[CH3:25])[CH3:23])(=[O:21])=[O:20])=[O:17])=[CH:14][C:13]=1[NH2:29], predict the reaction product.